Dataset: Full USPTO retrosynthesis dataset with 1.9M reactions from patents (1976-2016). Task: Predict the reactants needed to synthesize the given product. (1) The reactants are: Br[C:2]1[CH:36]=[C:35]([F:37])[C:5]([CH2:6][N:7]2[C:11]3[CH:12]=[C:13]([O:16][CH2:17][C:18]4[C:23]([F:24])=[CH:22][C:21]([CH3:25])=[CH:20][N:19]=4)[CH:14]=[CH:15][C:10]=3[N:9]=[C:8]2[C@H:26]2[CH2:31][CH2:30][CH2:29][CH2:28][C@H:27]2[C:32]([OH:34])=[O:33])=[C:4]([F:38])[CH:3]=1.C(Cl)Cl.[F:42][C:43]([F:54])([F:53])[C:44]1[CH:49]=[CH:48][C:47](B(O)O)=[CH:46][CH:45]=1.C([O-])([O-])=O.[K+].[K+]. Given the product [F:38][C:4]1[CH:3]=[C:2]([C:47]2[CH:48]=[CH:49][C:44]([C:43]([F:54])([F:53])[F:42])=[CH:45][CH:46]=2)[CH:36]=[C:35]([F:37])[C:5]=1[CH2:6][N:7]1[C:11]2[CH:12]=[C:13]([O:16][CH2:17][C:18]3[C:23]([F:24])=[CH:22][C:21]([CH3:25])=[CH:20][N:19]=3)[CH:14]=[CH:15][C:10]=2[N:9]=[C:8]1[C@H:26]1[CH2:31][CH2:30][CH2:29][CH2:28][C@H:27]1[C:32]([OH:34])=[O:33], predict the reactants needed to synthesize it. (2) Given the product [C:22]([N:25]1[CH2:30][CH2:29][N:28]([S:31]([C:34]2[CH:35]=[C:36]([CH:40]=[CH:41][CH:42]=2)[C:37]([NH:1][C:2]2[S:3][C:4]3[CH2:21][CH2:20][CH2:19][CH2:18][C:5]=3[C:6]=2[C:7]([NH:9][C:10]2[CH:15]=[CH:14][C:13]([O:16][CH3:17])=[CH:12][CH:11]=2)=[O:8])=[O:38])(=[O:32])=[O:33])[CH2:27][CH2:26]1)(=[O:24])[CH3:23], predict the reactants needed to synthesize it. The reactants are: [NH2:1][C:2]1[S:3][C:4]2[CH2:21][CH2:20][CH2:19][CH2:18][C:5]=2[C:6]=1[C:7]([NH:9][C:10]1[CH:15]=[CH:14][C:13]([O:16][CH3:17])=[CH:12][CH:11]=1)=[O:8].[C:22]([N:25]1[CH2:30][CH2:29][N:28]([S:31]([C:34]2[CH:35]=[C:36]([CH:40]=[CH:41][CH:42]=2)[C:37](O)=[O:38])(=[O:33])=[O:32])[CH2:27][CH2:26]1)(=[O:24])[CH3:23].CN(C(ON1N=NC2C=CC=NC1=2)=[N+](C)C)C.F[P-](F)(F)(F)(F)F.C(N(CC)C(C)C)(C)C. (3) Given the product [OH:1][C@H:2]([C:24]1[C:33]2[C:28](=[CH:29][CH:30]=[C:31]([O:34][CH3:35])[CH:32]=2)[N:27]=[CH:26][CH:25]=1)[CH2:3][CH2:4][C@@H:5]1[CH2:10][CH2:9][N:8]([CH:11]2[CH2:12][CH:13]([C:15]3[CH:20]=[CH:19][CH:18]=[CH:17][CH:16]=3)[CH2:14]2)[CH2:7][C@@H:6]1[C:21]#[N:23], predict the reactants needed to synthesize it. The reactants are: [OH:1][C@H:2]([C:24]1[C:33]2[C:28](=[CH:29][CH:30]=[C:31]([O:34][CH3:35])[CH:32]=2)[N:27]=[CH:26][CH:25]=1)[CH2:3][CH2:4][C@@H:5]1[CH2:10][CH2:9][N:8]([CH:11]2[CH2:14][CH:13]([C:15]3[CH:20]=[CH:19][CH:18]=[CH:17][CH:16]=3)[CH2:12]2)[CH2:7][C@@H:6]1[C:21]([NH2:23])=O.[OH-].C(CC[N+](S(=O)(=O)NC(O)=O)(CC)CC)C.O. (4) Given the product [N:15]1[CH:16]=[CH:17][C:12]([C:5]2[C:4]3[C:9](=[CH:10][CH:11]=[C:2]([C:26]4[CH:27]=[C:28]5[CH:34]=[CH:33][NH:32][C:29]5=[N:30][CH:31]=4)[CH:3]=3)[N:8]=[CH:7][N:6]=2)=[CH:13][CH:14]=1, predict the reactants needed to synthesize it. The reactants are: Br[C:2]1[CH:3]=[C:4]2[C:9](=[CH:10][CH:11]=1)[N:8]=[CH:7][N:6]=[C:5]2[C:12]1[CH:17]=[CH:16][N:15]=[CH:14][CH:13]=1.CC1(C)C(C)(C)OB([C:26]2[CH:27]=[C:28]3[CH:34]=[CH:33][NH:32][C:29]3=[N:30][CH:31]=2)O1.C(Cl)Cl.C(=O)([O-])[O-].[Na+].[Na+]. (5) Given the product [Cl:1][C:2]1[C:3]([F:22])=[C:4]([NH:8][C:9]2[C:18]3[C:13](=[CH:14][C:15]([O:21][CH:30]4[CH2:35][CH2:34][N:33]([C:36]([O:38][C:39]([CH3:42])([CH3:41])[CH3:40])=[O:37])[CH2:32][CH2:31]4)=[C:16]([O:19][CH3:20])[CH:17]=3)[N:12]=[CH:11][N:10]=2)[CH:5]=[CH:6][CH:7]=1, predict the reactants needed to synthesize it. The reactants are: [Cl:1][C:2]1[C:3]([F:22])=[C:4]([NH:8][C:9]2[C:18]3[C:13](=[CH:14][C:15]([OH:21])=[C:16]([O:19][CH3:20])[CH:17]=3)[N:12]=[CH:11][N:10]=2)[CH:5]=[CH:6][CH:7]=1.[F-].[Cs+].CS(O[CH:30]1[CH2:35][CH2:34][N:33]([C:36]([O:38][C:39]([CH3:42])([CH3:41])[CH3:40])=[O:37])[CH2:32][CH2:31]1)(=O)=O. (6) Given the product [Br:1][C:2]1[CH:7]=[CH:6][N:5]=[C:4]2[N:8]([S:11]([C:14]3[CH:19]=[CH:18][CH:17]=[CH:16][CH:15]=3)(=[O:13])=[O:12])[C:9]([CH3:21])=[CH:10][C:3]=12, predict the reactants needed to synthesize it. The reactants are: [Br:1][C:2]1[CH:7]=[CH:6][N:5]=[C:4]2[N:8]([S:11]([C:14]3[CH:19]=[CH:18][CH:17]=[CH:16][CH:15]=3)(=[O:13])=[O:12])[CH:9]=[CH:10][C:3]=12.[Li+].[CH3:21]C([N-]C(C)C)C.CI. (7) Given the product [C:4]([O:3][C:1]([N:8]1[CH2:13][CH:12]=[C:11]([O:14][S:27]([C:26]([F:45])([F:44])[F:25])(=[O:29])=[O:28])[CH2:10][CH2:9]1)=[O:2])([CH3:7])([CH3:6])[CH3:5], predict the reactants needed to synthesize it. The reactants are: [C:1]([N:8]1[CH2:13][CH2:12][C:11](=[O:14])[CH2:10][CH2:9]1)([O:3][C:4]([CH3:7])([CH3:6])[CH3:5])=[O:2].C[Si]([N-][Si](C)(C)C)(C)C.[Li+].[F:25][C:26]([F:45])([F:44])[S:27](N(C1C=CC=CC=1)[S:27]([C:26]([F:45])([F:44])[F:25])(=[O:29])=[O:28])(=[O:29])=[O:28].O. (8) Given the product [Cl:38][C:37]1[N:36]=[N:35][CH:34]=[C:33]([Cl:20])[C:32]=1[Cl:31], predict the reactants needed to synthesize it. The reactants are: C(OC(=O)N([C@@H]1CCN(C2C([Cl:20])=C(NCCC3C=CC=CC=3)N=NC=2)C1)C)(C)(C)C.[Cl:31][C:32]1[C:33](N2CC[C@@H](N(C)C(=O)OC(C)(C)C)C2)=[CH:34][N:35]=[N:36][C:37]=1[Cl:38].C1(CCN)C=CC=CC=1. (9) Given the product [NH2:19][C:15]1[N:14]=[CH:13][N:12]=[C:11]2[C:16]=1[N:17]=[CH:18][N:10]2[C@H:9]1[C@H:4]([OH:3])[C@H:5]([OH:6])[C@@H:7]([CH2:20][N:21]([CH3:41])[CH:22]2[CH2:25][CH:24]([CH2:26][CH2:27][C:28]3[NH:32][C:31]4[CH:33]=[CH:34][C:35]([CH:37]5[CH2:38][O:39][CH2:40]5)=[CH:36][C:30]=4[N:29]=3)[CH2:23]2)[O:8]1, predict the reactants needed to synthesize it. The reactants are: CC1(C)[O:6][C@@H:5]2[C@@H:7]([CH2:20][N:21]([CH3:41])[CH:22]3[CH2:25][CH:24]([CH2:26][CH2:27][C:28]4[NH:32][C:31]5[CH:33]=[CH:34][C:35]([CH:37]6[CH2:40][O:39][CH2:38]6)=[CH:36][C:30]=5[N:29]=4)[CH2:23]3)[O:8][C@@H:9]([N:10]3[CH:18]=[N:17][C:16]4[C:11]3=[N:12][CH:13]=[N:14][C:15]=4[NH2:19])[C@@H:4]2[O:3]1.FC(F)(F)C(O)=O.C(=O)([O-])[O-].[K+].[K+]. (10) The reactants are: [CH3:1][C:2]1[S:23][C:5]2[N:6]=[C:7]([CH2:11][N:12]3[CH:16]=[C:15]([CH:17]=[O:18])[C:14]([C:19]([F:22])([F:21])[F:20])=[N:13]3)[NH:8][C:9](=[O:10])[C:4]=2[C:3]=1[C:24]1[CH:29]=[CH:28][CH:27]=[CH:26][CH:25]=1.[BH4-].[Na+]. Given the product [OH:18][CH2:17][C:15]1[C:14]([C:19]([F:20])([F:22])[F:21])=[N:13][N:12]([CH2:11][C:7]2[NH:8][C:9](=[O:10])[C:4]3[C:3]([C:24]4[CH:29]=[CH:28][CH:27]=[CH:26][CH:25]=4)=[C:2]([CH3:1])[S:23][C:5]=3[N:6]=2)[CH:16]=1, predict the reactants needed to synthesize it.